From a dataset of NCI-60 drug combinations with 297,098 pairs across 59 cell lines. Regression. Given two drug SMILES strings and cell line genomic features, predict the synergy score measuring deviation from expected non-interaction effect. Drug 1: COC1=NC(=NC2=C1N=CN2C3C(C(C(O3)CO)O)O)N. Drug 2: CCC1=C2CN3C(=CC4=C(C3=O)COC(=O)C4(CC)O)C2=NC5=C1C=C(C=C5)O. Cell line: MOLT-4. Synergy scores: CSS=85.3, Synergy_ZIP=4.75, Synergy_Bliss=5.50, Synergy_Loewe=3.13, Synergy_HSA=8.39.